From a dataset of Experimentally validated miRNA-target interactions with 360,000+ pairs, plus equal number of negative samples. Binary Classification. Given a miRNA mature sequence and a target amino acid sequence, predict their likelihood of interaction. The protein sequence of the target gene is MADGAPRPQLYRSVSFKLLERWSGGPGLREEDTDTPGLRRRASCRPTTAARGQPSRRVSKLASGPLAAPAQPRPLRSLSPSVRQLSRRFDAPRLDDGSAGTRDGGVLPAAAEEAAEGPARGAWPSVTEMRKLFGGPGSRRPSADSESPGTPSPDGAAWEPPARESRQPPTPPPRTCFPLAGLRSARPLTGPETEGRLRRPQQQQERAQRPADGLHSWHIFSQPQAGARASCSSSSIAASYPVSRSRAASSSEEEEEGPPQLPGAQSPAYHGGHSSGSDDDRDGEGGHRWGGRPGLRPGSS.... The miRNA is hsa-miR-548d-5p with sequence AAAAGUAAUUGUGGUUUUUGCC. Result: 0 (no interaction).